Dataset: Full USPTO retrosynthesis dataset with 1.9M reactions from patents (1976-2016). Task: Predict the reactants needed to synthesize the given product. (1) Given the product [F:10][C:6](=[C:7]([F:9])[F:8])[CH2:5][CH2:4][S:3][C:1]1[S:11][CH:12]=[CH:13][N:2]=1, predict the reactants needed to synthesize it. The reactants are: [C:1](=[S:11])([S:3][CH2:4][CH2:5][C:6]([F:10])=[C:7]([F:9])[F:8])[NH2:2].[CH2:12](OC(OCC)CCl)[CH3:13].O.C1(C)C=CC(S(O)(=O)=O)=CC=1. (2) Given the product [CH2:29]([C:26]1[CH:25]=[CH:24][C:23]([CH2:22][CH2:21][NH:20][C:18]([N:15]2[CH2:16][CH2:17][CH:12]([NH:11][C:10]3[CH:9]=[CH:8][C:7]([CH2:6][CH2:5][NH:4][CH2:61][C@H:59]([OH:60])[CH2:58][O:57][C:54]4[CH:55]=[CH:56][C:51]([OH:50])=[CH:52][CH:53]=4)=[CH:32][CH:31]=3)[CH2:13][CH2:14]2)=[O:19])=[CH:28][CH:27]=1)[CH3:30], predict the reactants needed to synthesize it. The reactants are: C(O)=O.[NH2:4][CH2:5][CH2:6][C:7]1[CH:32]=[CH:31][C:10]([NH:11][CH:12]2[CH2:17][CH2:16][N:15]([C:18]([NH:20][CH2:21][CH2:22][C:23]3[CH:28]=[CH:27][C:26]([CH2:29][CH3:30])=[CH:25][CH:24]=3)=[O:19])[CH2:14][CH2:13]2)=[CH:9][CH:8]=1.C([Si]([O:50][C:51]1[CH:56]=[CH:55][C:54]([O:57][CH2:58][CH:59]2[CH2:61][O:60]2)=[CH:53][CH:52]=1)(C1C=CC=CC=1)C1C=CC=CC=1)(C)(C)C. (3) Given the product [ClH:1].[Br:2][C:3]1[CH:15]=[CH:14][C:13]([F:41])=[CH:12][C:4]=1[O:5][CH:6]1[CH2:11][CH2:10][NH:9][CH2:8][CH2:7]1, predict the reactants needed to synthesize it. The reactants are: [ClH:1].[Br:2][C:3]1[CH:15]=[CH:14][CH:13]=[CH:12][C:4]=1[O:5][CH:6]1[CH2:11][CH2:10][NH:9][CH2:8][CH2:7]1.CS(OC1CCN(C(OC(C)(C)C)=O)CC1)(=O)=O.BrC1C=CC([F:41])=CC=1O.